Task: Predict the reactants needed to synthesize the given product.. Dataset: Full USPTO retrosynthesis dataset with 1.9M reactions from patents (1976-2016) (1) Given the product [CH3:29][C:30]1([CH3:37])[O:35][CH2:34][CH:33]([N:23]2[CH2:22][CH2:21][C:20]3[C:25](=[CH:26][CH:27]=[CH:28][C:19]=3[C:16]3[N:15]=[C:14]([C:10]4[CH:9]=[C:8]5[C:13](=[CH:12][CH:11]=4)[N:5]([CH:2]([CH3:4])[CH3:3])[CH:6]=[CH:7]5)[O:18][N:17]=3)[CH2:24]2)[CH2:32][O:31]1, predict the reactants needed to synthesize it. The reactants are: Cl.[CH:2]([N:5]1[C:13]2[C:8](=[CH:9][C:10]([C:14]3[O:18][N:17]=[C:16]([C:19]4[CH:28]=[CH:27][CH:26]=[C:25]5[C:20]=4[CH2:21][CH2:22][NH:23][CH2:24]5)[N:15]=3)=[CH:11][CH:12]=2)[CH:7]=[CH:6]1)([CH3:4])[CH3:3].[CH3:29][C:30]1([CH3:37])[O:35][CH2:34][C:33](=O)[CH2:32][O:31]1. (2) Given the product [CH3:1][O:2][C:3]1[CH:11]=[CH:10][C:9]([C:12]2[CH:17]=[C:16]([NH:18][CH2:19][CH2:20][C:21]3[CH:22]=[CH:23][C:24]([O:27][CH3:28])=[CH:25][CH:26]=3)[N:15]=[C:14]([O:29][CH3:30])[N:13]=2)=[CH:8][C:4]=1[C:5]#[N:6], predict the reactants needed to synthesize it. The reactants are: [CH3:1][O:2][C:3]1[CH:11]=[CH:10][C:9]([C:12]2[CH:17]=[C:16]([NH:18][CH2:19][CH2:20][C:21]3[CH:26]=[CH:25][C:24]([O:27][CH3:28])=[CH:23][CH:22]=3)[N:15]=[C:14]([O:29][CH3:30])[N:13]=2)=[CH:8][C:4]=1[CH:5]=[N:6]O.C1(P(C2C=CC=CC=2)C2C=CC=CC=2)C=CC=CC=1.ClN1C(=O)CCC1=O. (3) Given the product [F:23][C:17]1[CH:18]=[C:19]([F:22])[CH:20]=[CH:21][C:16]=1[CH2:15][N:1]1[C:9]2[C:4](=[CH:5][C:6]([C:10]([O:12][CH3:13])=[O:11])=[CH:7][CH:8]=2)[CH:3]=[CH:2]1, predict the reactants needed to synthesize it. The reactants are: [NH:1]1[C:9]2[C:4](=[CH:5][C:6]([C:10]([O:12][CH3:13])=[O:11])=[CH:7][CH:8]=2)[CH:3]=[CH:2]1.Br[CH2:15][C:16]1[CH:21]=[CH:20][C:19]([F:22])=[CH:18][C:17]=1[F:23].[H-].[Na+].CO. (4) Given the product [C:1]1([P:7]([C:19]2[CH:20]=[CH:21][CH:22]=[CH:23][CH:24]=2)[C:9]2[CH:14]=[CH:13][CH:12]=[CH:11][CH:10]=2)[CH:6]=[CH:5][CH:4]=[CH:3][CH:2]=1, predict the reactants needed to synthesize it. The reactants are: [C:1]1([P:7](N=[N+]=[N-])([C:9]2[CH:14]=[CH:13][CH:12]=[CH:11][CH:10]=2)=O)[CH:6]=[CH:5][CH:4]=[CH:3][CH:2]=1.N12CCCN=[C:24]1[CH2:23][CH2:22][CH2:21][CH2:20][CH2:19]2.C1(C)C=CC=CC=1.